This data is from Experimentally validated miRNA-target interactions with 360,000+ pairs, plus equal number of negative samples. The task is: Binary Classification. Given a miRNA mature sequence and a target amino acid sequence, predict their likelihood of interaction. (1) The miRNA is hsa-miR-518d-3p with sequence CAAAGCGCUUCCCUUUGGAGC. The protein sequence of the target gene is MVAYWRQAGLSYIRYSQICAKAVRDALKTEFKANAEKTSGSNVKIVKVKKE. Result: 0 (no interaction). (2) The miRNA is hsa-miR-1206 with sequence UGUUCAUGUAGAUGUUUAAGC. The protein sequence of the target gene is MSTLLLNLDFGEPPPKKALEGNAKHRNFVKKRRLLERRGFLSKKNQPPSKAPKLHSEPSKKGETPTVDGTWKTPSFPKKKTAASSNGSGQPLDKKAAVSWLTPAPSKKADSVAAKVDLLGEFQSALPKINSHPTRSQKKSSQKKSSKKNHPQKNAPQNSTQAHSENKCSGASQKLPRKMVAIDCEMVGTGPKGHVSSLARCSIVNYNGDVLYDEYILPPCHIVDYRTRWSGIRKQHMVNATPFKIARGQILKILTGKIVVGHAIHNDFKALQYFHPKSLTRDTSHIPPLNRKADCPENAT.... Result: 0 (no interaction). (3) The miRNA is hsa-miR-3193 with sequence UCCUGCGUAGGAUCUGAGGAGU. The protein sequence of the target gene is MAFQKAVKGTILVGGGALATVLGLSQFAHYRRKQMNLAYVKAADCISEPVNREPPSREAQLLTLQNTSEFDILVIGGGATGSGCALDAVTRGLKTALVERDDFSSGTSSRSTKLIHGGVRYLQKAIMKLDIEQYRMVKEALHERANLLEIAPHLSAPLPIMLPVYKWWQLPYYWVGIKLYDLVAGSNCLKSSYVLSKSRALEHFPMLQKDKLVGAIVYYDGQHNDARMNLAIALTAARYGAATANYMEVVSLLKKTDPQTGKVRVSGARCKDVLTGQEFDVRAKCVINATGPFTDSVRKM.... Result: 0 (no interaction). (4) The miRNA is hsa-miR-7-5p with sequence UGGAAGACUAGUGAUUUUGUUGUU. The protein sequence of the target gene is MTTLTHRARRTEISKNSEKKMESEEDSNWEKSPDNEDSGDSKDIRLTLMEEVLLLGLKDKEGYTSFWNDCISSGLRGGILIELAMRGRIYLEPPTMRKKRLLDRKVLLKSDSPTGDVLLDETLKHIKATEPTETVQTWIELLTGETWNPFKLQYQLRNVRERIAKNLVEKGILTTEKQNFLLFDMTTHPVTNTTEKQRLVKKLQDSVLERWVNDPQRMDKRTLALLVLAHSSDVLENVFSSLTDDKYDVAMNRAKDLVELDPEVEGTKPSATEMIWAVLAAFNKS. Result: 1 (interaction). (5) The miRNA is hsa-miR-4527 with sequence UGGUCUGCAAAGAGAUGACUGU. The protein sequence of the target gene is MAATLGSGERWTEAYIDAVRRNKYPEDTPPESHDPCGCCNCMKAQKEKKSENEWTQTRQGEGNSTYSEEQLLGVQRIKKCRNYYEILGVSRDASDEELKKAYRKLALKFHPDKNCAPGATDAFKAIGNAFAVLSNPDKRLRYDEYGDEQVTFTAPRARPYNYYRDFEADITPEELFNVFFGGHFPTGNIHMFSNVTDDTYYYRRRHRHERTQTQKEEEEEKPQTTYSAFIQLLPVLVIVIISVITQLLATNPPYSLFYKSTLGYTISRETQNLQVPYFVDKNFDKAYRGASLHDLEKTIE.... Result: 0 (no interaction). (6) The miRNA is mmu-miR-582-3p with sequence UAACCUGUUGAACAACUGAAC. The protein sequence of the target gene is MAEAAAGEAGASERDPDAGRARRRLRVLSGHLLGRPQEAPSTNECKARRAASAAGASPAATPAAPESGTIPKKRQEVMKWNGWGYNDSKFLLNKKGQVELTGKRYPLSGLVLPTLRDWIQNTLGVSLEHKTTSKTSINPSEAPPSIVNEDFLQELKEARISYSQEADDRVFRAHGHCLHEIFLLREGMFERIPDIVVWPTCHDDVVKIVNLACKYNLCIIPIGGGTSVSYGLMCPADETRTIISLDTSQMNRILWVDENNLTAHVEAGITGQDLERQLKESGYCTGHEPDSLEFSTVGGW.... Result: 1 (interaction).